This data is from Full USPTO retrosynthesis dataset with 1.9M reactions from patents (1976-2016). The task is: Predict the reactants needed to synthesize the given product. (1) Given the product [F:23][C:20]1[CH:21]=[CH:22][C:16]2[O:15][CH2:14][CH:13]([CH2:12][NH:28][CH2:24][CH2:25][CH2:26][CH3:27])[O:18][C:17]=2[CH:19]=1, predict the reactants needed to synthesize it. The reactants are: CC1C=CC(S(O[CH2:12][CH:13]2[O:18][C:17]3[CH:19]=[C:20]([F:23])[CH:21]=[CH:22][C:16]=3[O:15][CH2:14]2)(=O)=O)=CC=1.[CH2:24]([NH2:28])[CH2:25][CH2:26][CH3:27]. (2) Given the product [Cl:39][C:23]1[C:24]([NH:26][C:27]2[C:37]([F:38])=[CH:36][CH:35]=[CH:34][C:28]=2[C:29]([NH:31][CH2:32][CH3:33])=[O:30])=[N:25][C:20]([NH:1][C:2]2[CH:18]=[CH:17][C:5]3[CH2:6][CH2:7][N:8]([CH2:11][C:12](=[O:13])[N:14]([CH3:15])[CH3:16])[CH2:9][CH2:10][C:4]=3[CH:3]=2)=[N:21][CH:22]=1, predict the reactants needed to synthesize it. The reactants are: [NH2:1][C:2]1[CH:18]=[CH:17][C:5]2[CH2:6][CH2:7][N:8]([CH2:11][C:12]([N:14]([CH3:16])[CH3:15])=[O:13])[CH2:9][CH2:10][C:4]=2[CH:3]=1.Cl[C:20]1[N:25]=[C:24]([NH:26][C:27]2[C:37]([F:38])=[CH:36][CH:35]=[CH:34][C:28]=2[C:29]([NH:31][CH2:32][CH3:33])=[O:30])[C:23]([Cl:39])=[CH:22][N:21]=1. (3) Given the product [CH:42]([N:37]1[C:36]([C:30]2[N:29]=[C:28]3[N:32]([CH2:33][CH2:34][O:35][C:26]4[CH:25]=[C:24]([O:23][C:11]([C:17]5[CH:18]=[CH:19][CH:20]=[CH:21][CH:22]=5)([CH2:12][OH:13])[CH2:10][OH:9])[CH:46]=[CH:45][C:27]=43)[CH:31]=2)=[N:40][C:39]([CH3:41])=[N:38]1)([CH3:44])[CH3:43], predict the reactants needed to synthesize it. The reactants are: [H-].[H-].[H-].[H-].[Li+].[Al+3].C([O:9][C:10](=O)[C:11]([O:23][C:24]1[CH:46]=[CH:45][C:27]2[C:28]3[N:32]([CH2:33][CH2:34][O:35][C:26]=2[CH:25]=1)[CH:31]=[C:30]([C:36]1[N:37]([CH:42]([CH3:44])[CH3:43])[N:38]=[C:39]([CH3:41])[N:40]=1)[N:29]=3)([C:17]1[CH:22]=[CH:21][CH:20]=[CH:19][CH:18]=1)[C:12](OCC)=[O:13])C.CCOC(C)=O.[C@H](O)(C([O-])=O)[C@@H](O)C([O-])=O.[Na+].[K+]. (4) Given the product [C:5]([N:30]1[CH2:29][CH2:28][CH:27]([CH2:26][NH:25][C:23]([NH:22][C:12]2[CH:13]=[C:14]([C:17]3[S:18][CH:19]=[CH:20][CH:21]=3)[CH:15]=[CH:16][C:11]=2[N+:8]([O-:10])=[O:9])=[O:24])[CH2:32][CH2:31]1)(=[O:7])[CH3:6], predict the reactants needed to synthesize it. The reactants are: C(O[C:5](=[O:7])[CH3:6])(=O)C.[N+:8]([C:11]1[CH:16]=[CH:15][C:14]([C:17]2[S:18][CH:19]=[CH:20][CH:21]=2)=[CH:13][C:12]=1[NH:22][C:23]([NH:25][CH2:26][CH:27]1[CH2:32][CH2:31][NH:30][CH2:29][CH2:28]1)=[O:24])([O-:10])=[O:9].C(N(CC)CC)C. (5) Given the product [OH:9][C:6]1[CH:7]=[CH:8][C:3]([O:2][CH3:1])=[CH:4][C:5]=1[CH:20]=[O:21], predict the reactants needed to synthesize it. The reactants are: [CH3:1][O:2][C:3]1[CH:8]=[CH:7][C:6]([OH:9])=[CH:5][CH:4]=1.[Cl-].[Mg+2].[Cl-].C(N(CC)CC)C.[CH2:20]=[O:21]. (6) Given the product [C:15]1([O:21][C:22](=[O:23])[NH:8][C:5]2[N:6]=[N:7][N:3]([CH2:1][CH3:2])[N:4]=2)[CH:20]=[CH:19][CH:18]=[CH:17][CH:16]=1, predict the reactants needed to synthesize it. The reactants are: [CH2:1]([N:3]1[N:7]=[N:6][C:5]([NH2:8])=[N:4]1)[CH3:2].N1C=CC=CC=1.[C:15]1([O:21][C:22](Cl)=[O:23])[CH:20]=[CH:19][CH:18]=[CH:17][CH:16]=1. (7) Given the product [C:1]1([C:7]2[O:8][C:9]3[CH2:14][CH2:13][N:12]([C:15]4[C:20]([C:24]#[N:25])=[N:19][CH:18]=[CH:17][N:16]=4)[CH2:11][C:10]=3[N:21]=2)[CH:2]=[CH:3][CH:4]=[CH:5][CH:6]=1, predict the reactants needed to synthesize it. The reactants are: [C:1]1([C:7]2[O:8][C:9]3[CH2:14][CH2:13][N:12]([C:15]4[CH:20]=[N:19][CH:18]=[CH:17][N:16]=4)[CH2:11][C:10]=3[N:21]=2)[CH:6]=[CH:5][CH:4]=[CH:3][CH:2]=1.ClC1[C:24](C#N)=[N:25]C=CN=1.